This data is from Forward reaction prediction with 1.9M reactions from USPTO patents (1976-2016). The task is: Predict the product of the given reaction. (1) Given the reactants [Br:1][C:2]1[CH:3]=[C:4]([Cl:25])[C:5]2[O:9][C:8]([CH2:10][CH2:11][N:12]([CH2:18][CH:19](OC)OC)[C:13](=[O:17])[O:14][CH2:15][CH3:16])=[CH:7][C:6]=2[CH:24]=1.[Al+3].[Cl-].[Cl-].[Cl-], predict the reaction product. The product is: [Br:1][C:2]1[CH:3]=[C:4]([Cl:25])[C:5]2[O:9][C:8]3[CH2:10][CH2:11][N:12]([C:13]([O:14][CH2:15][CH3:16])=[O:17])[CH:18]=[CH:19][C:7]=3[C:6]=2[CH:24]=1. (2) Given the reactants [CH3:1][C:2]1([CH3:43])[O:7][C:6]2[CH:8]=[CH:9][C:10]([C@H:12]3[O:16]C(=O)[N:14]([CH2:18][CH2:19][C:20]4[CH:21]=[CH:22][C:23]5[O:28][CH2:27][C@@H:26]([CH2:29][O:30][CH2:31][C:32]6[CH:33]=[C:34]([NH:38][C:39]([NH2:41])=[O:40])[CH:35]=[CH:36][CH:37]=6)[O:25][C:24]=5[CH:42]=4)[CH2:13]3)=[CH:11][C:5]=2[CH2:4][O:3]1.C[Si](C)(C)[O-].[K+].O, predict the reaction product. The product is: [CH3:1][C:2]1([CH3:43])[O:7][C:6]2[CH:8]=[CH:9][C:10]([C@@H:12]([OH:16])[CH2:13][NH:14][CH2:18][CH2:19][C:20]3[CH:21]=[CH:22][C:23]4[O:28][CH2:27][C@@H:26]([CH2:29][O:30][CH2:31][C:32]5[CH:33]=[C:34]([NH:38][C:39]([NH2:41])=[O:40])[CH:35]=[CH:36][CH:37]=5)[O:25][C:24]=4[CH:42]=3)=[CH:11][C:5]=2[CH2:4][O:3]1. (3) Given the reactants [NH3:1].[F:2][C:3]([F:26])([F:25])[C:4]1[CH:5]=[C:6]([N:10]2[CH2:15][CH2:14][CH:13]([CH2:16][CH2:17][N:18]3[C:22](=[O:23])[CH2:21][O:20][C:19]3=[O:24])[CH2:12][CH2:11]2)[CH:7]=[CH:8][CH:9]=1.O1CCCC1, predict the reaction product. The product is: [F:25][C:3]([F:26])([F:2])[C:4]1[CH:5]=[C:6]([N:10]2[CH2:15][CH2:14][CH:13]([CH2:16][CH2:17][NH:18][C:19](=[O:24])[O:20][CH2:21][C:22]([NH2:1])=[O:23])[CH2:12][CH2:11]2)[CH:7]=[CH:8][CH:9]=1. (4) The product is: [CH3:19][N:18]([CH3:20])[CH2:17][CH2:16][N:11]1[CH2:10][CH2:9][S:8][C:7]2[CH:12]=[CH:13][C:4]([N+:1]([O-:3])=[O:2])=[CH:5][C:6]1=2. Given the reactants [N+:1]([C:4]1[CH:13]=[CH:12][C:7]2[S:8][CH2:9][CH2:10][NH:11][C:6]=2[CH:5]=1)([O-:3])=[O:2].Cl.Cl[CH2:16][CH2:17][N:18]([CH3:20])[CH3:19].[OH-].[Na+], predict the reaction product.